From a dataset of Reaction yield outcomes from USPTO patents with 853,638 reactions. Predict the reaction yield, written as a fraction of the theoretical maximum amount of product (1.0 means a 100% yield; for example, 0.34 means a 34% yield). The reactants are CO[CH:3]1[CH2:7][CH2:6][CH:5](OC)O1.[NH2:10][C:11]1[CH:19]=[CH:18][C:14]([C:15]([NH2:17])=[O:16])=[CH:13][C:12]=1[CH3:20].C([O-])([O-])=O.[Na+].[Na+]. The catalyst is CC(O)=O. The product is [CH3:20][C:12]1[CH:13]=[C:14]([CH:18]=[CH:19][C:11]=1[N:10]1[CH:3]=[CH:7][CH:6]=[CH:5]1)[C:15]([NH2:17])=[O:16]. The yield is 0.670.